Dataset: Full USPTO retrosynthesis dataset with 1.9M reactions from patents (1976-2016). Task: Predict the reactants needed to synthesize the given product. (1) Given the product [O:17]1[CH:21]=[CH:20][C:19]([C:14]2[CH:13]=[N:12][C:11]3=[C:7]([N:4]4[CH2:5][CH2:6][O:1][CH2:2][CH2:3]4)[S:8][N:9]=[C:10]3[CH:15]=2)=[CH:18]1, predict the reactants needed to synthesize it. The reactants are: [O:1]1[CH2:6][CH2:5][N:4]([C:7]2[S:8][N:9]=[C:10]3[CH:15]=[C:14](Br)[CH:13]=[N:12][C:11]=23)[CH2:3][CH2:2]1.[O:17]1[CH:21]=[CH:20][C:19](B(O)O)=[CH:18]1.C([O-])([O-])=O.[K+].[K+]. (2) Given the product [F:34][C:32]([F:33])([F:35])[C:31]([NH:30][CH2:29][C:28]1[CH:37]=[CH:38][C:39]([F:40])=[C:26]([CH:23]2[CH2:22][CH2:21][N:20]([C:18]([C:4]3[C:3]4[C:7](=[CH:8][CH:9]=[CH:10][C:2]=4[C:45]4[CH:46]=[N:41][CH:42]=[N:43][CH:44]=4)[N:6]([CH2:11][CH2:12][O:13][C:14]([F:17])([F:15])[F:16])[CH:5]=3)=[O:19])[CH2:25][CH2:24]2)[CH:27]=1)=[O:36], predict the reactants needed to synthesize it. The reactants are: Br[C:2]1[CH:10]=[CH:9][CH:8]=[C:7]2[C:3]=1[C:4]([C:18]([N:20]1[CH2:25][CH2:24][CH:23]([C:26]3[CH:27]=[C:28]([CH:37]=[CH:38][C:39]=3[F:40])[CH2:29][NH:30][C:31](=[O:36])[C:32]([F:35])([F:34])[F:33])[CH2:22][CH2:21]1)=[O:19])=[CH:5][N:6]2[CH2:11][CH2:12][O:13][C:14]([F:17])([F:16])[F:15].[N:41]1[CH:46]=[C:45](B(O)O)[CH:44]=[N:43][CH:42]=1.C(=O)([O-])[O-].[Cs+].[Cs+].C(Cl)Cl. (3) Given the product [CH2:1]([O:8][C:9]1[N:14]=[C:13]2[N:15]([C:16]3[CH:21]=[CH:20][CH:19]=[CH:18][CH:17]=3)[CH:23]=[N:22][C:12]2=[CH:11][CH:10]=1)[C:2]1[CH:7]=[CH:6][CH:5]=[CH:4][CH:3]=1, predict the reactants needed to synthesize it. The reactants are: [CH2:1]([O:8][C:9]1[N:14]=[C:13]([NH:15][C:16]2[CH:21]=[CH:20][CH:19]=[CH:18][CH:17]=2)[C:12]([NH2:22])=[CH:11][CH:10]=1)[C:2]1[CH:7]=[CH:6][CH:5]=[CH:4][CH:3]=1.[C:23](O)(C(F)(F)F)=O. (4) The reactants are: [F:1][C:2]1([F:25])[CH2:7][CH2:6][CH:5]([CH2:8][C:9]2[N:13]3[CH:14]=[C:15](I)[C:16]([C:18]#[N:19])=[CH:17][C:12]3=[N:11][C:10]=2[C:21]([F:24])([F:23])[F:22])[CH2:4][CH2:3]1.[CH3:26][C:27]1(C)C(C)(C)OB(C=C)O1. Given the product [F:1][C:2]1([F:25])[CH2:7][CH2:6][CH:5]([CH2:8][C:9]2[N:13]3[CH:14]=[C:15]([CH:26]=[CH2:27])[C:16]([C:18]#[N:19])=[CH:17][C:12]3=[N:11][C:10]=2[C:21]([F:24])([F:23])[F:22])[CH2:4][CH2:3]1, predict the reactants needed to synthesize it. (5) The reactants are: [F:1][C:2]1[CH:3]=[CH:4][CH:5]=[C:6]2[C:10]=1[NH:9][C:8](=[O:11])[CH2:7]2.[Br:12]Br.[K+].[Br-]. Given the product [Br:12][C:4]1[CH:5]=[C:6]2[C:10](=[C:2]([F:1])[CH:3]=1)[NH:9][C:8](=[O:11])[CH2:7]2, predict the reactants needed to synthesize it. (6) Given the product [CH3:38][C:29]1[N:30]([C:34](=[O:37])[NH:35][CH3:36])[C:31]2[C:27]([CH:28]=1)=[CH:26][C:25]([O:24][C:21]1[CH:20]=[CH:19][N:18]=[C:17]3[CH:16]=[C:15]([C:13]([OH:14])=[O:12])[S:23][C:22]=13)=[CH:33][CH:32]=2, predict the reactants needed to synthesize it. The reactants are: C1COCC1.CO.O[Li].O.C[O:12][C:13]([C:15]1[S:23][C:22]2[C:17](=[N:18][CH:19]=[CH:20][C:21]=2[O:24][C:25]2[CH:26]=[C:27]3[C:31](=[CH:32][CH:33]=2)[N:30]([C:34](=[O:37])[NH:35][CH3:36])[C:29]([CH3:38])=[CH:28]3)[CH:16]=1)=[O:14]. (7) Given the product [CH2:5]=[CH:6][C:7]1[CH:12]=[CH:11][CH:10]=[CH:9][CH:8]=1.[CH:13]([S:21]([O-:24])(=[O:22])=[O:23])=[CH:14][C:15]1[CH:20]=[CH:19][CH:18]=[CH:17][CH:16]=1.[Na+:25], predict the reactants needed to synthesize it. The reactants are: C(O)(C)C.[CH2:5]=[CH:6][C:7]1[CH:12]=[CH:11][CH:10]=[CH:9][CH:8]=1.[CH:13]([S:21]([O-:24])(=[O:23])=[O:22])=[CH:14][C:15]1[CH:20]=[CH:19][CH:18]=[CH:17][CH:16]=1.[Na+:25].S(OOS([O-])(=O)=O)([O-])(=O)=O.[NH4+].[NH4+]. (8) Given the product [CH3:1][C:2]([CH3:16])([CH2:14][CH3:15])[CH2:3][C:4]1[N:5]=[C:6]([CH2:9][CH2:10][C:11]([NH2:21])=[O:12])[NH:7][CH:8]=1, predict the reactants needed to synthesize it. The reactants are: [CH3:1][C:2]([CH3:16])([CH2:14][CH3:15])[CH2:3][C:4]1[N:5]=[C:6]([CH2:9][CH2:10][C:11](Cl)=[O:12])[NH:7][CH:8]=1.C(Cl)Cl.[OH-].[NH4+:21].